This data is from Forward reaction prediction with 1.9M reactions from USPTO patents (1976-2016). The task is: Predict the product of the given reaction. (1) Given the reactants [C:1]([C:3]1[CH:8]=[CH:7][C:6]([C@@H:9]2[C:14]([C:15]([OH:17])=[O:16])=[C:13]([CH3:18])[N:12]([C:19]3[CH:24]=[CH:23][CH:22]=[C:21]([C:25]([F:28])([F:27])[F:26])[CH:20]=3)[C:11](=[O:29])[NH:10]2)=[C:5]([S:30]([CH3:33])(=[O:32])=[O:31])[CH:4]=1)#[N:2].Br[CH2:35][CH2:36][OH:37].C(N(CC)CC)C, predict the reaction product. The product is: [C:1]([C:3]1[CH:8]=[CH:7][C:6]([C@@H:9]2[C:14]([C:15]([O:17][CH2:35][CH2:36][OH:37])=[O:16])=[C:13]([CH3:18])[N:12]([C:19]3[CH:24]=[CH:23][CH:22]=[C:21]([C:25]([F:27])([F:28])[F:26])[CH:20]=3)[C:11](=[O:29])[NH:10]2)=[C:5]([S:30]([CH3:33])(=[O:31])=[O:32])[CH:4]=1)#[N:2]. (2) Given the reactants C([Si](C)(C)[O:6][CH:7]1[CH2:12][CH2:11][CH:10]([N:13]2[CH:17]=[C:16]([C:18]3[CH:23]=[N:22][C:21]([NH2:24])=[C:20]4[O:25][C:26](Cl)=[CH:27][C:19]=34)[CH:15]=[N:14]2)[CH2:9][CH2:8]1)(C)(C)C.CC1(C)C(C)(C)OB([C:39]2[C:47]3[S:46][N:45]=[N:44][C:43]=3[CH:42]=[CH:41][CH:40]=2)O1.C(=O)([O-])[O-].[K+].[K+].Cl, predict the reaction product. The product is: [NH2:24][C:21]1[N:22]=[CH:23][C:18]([C:16]2[CH:15]=[N:14][N:13]([C@H:10]3[CH2:9][CH2:8][C@H:7]([OH:6])[CH2:12][CH2:11]3)[CH:17]=2)=[C:19]2[CH:27]=[C:26]([C:39]3[C:47]4[S:46][N:45]=[N:44][C:43]=4[CH:42]=[CH:41][CH:40]=3)[O:25][C:20]=12. (3) Given the reactants [Br:1][C:2]1[CH:3]=[C:4]2[C:9](=[CH:10][CH:11]=1)[NH:8][C:7](=[O:12])[CH:6]=[C:5]2[OH:13].ClC1C2C(=CC=C(C(C3N(C)C(C)=NC=3)O)C=2)N=C(OC)C=1CC1C=NC(C(F)(F)F)=CC=1.[F:47][C:48]([F:59])([F:58])[O:49][C:50]1[CH:57]=[CH:56][C:53]([CH:54]=O)=[CH:52][CH:51]=1.CC1NC(C)=C(C(OCC)=O)CC=1C(OCC)=O, predict the reaction product. The product is: [Br:1][C:2]1[CH:3]=[C:4]2[C:9](=[CH:10][CH:11]=1)[NH:8][C:7](=[O:12])[C:6]([CH2:54][C:53]1[CH:56]=[CH:57][C:50]([O:49][C:48]([F:47])([F:58])[F:59])=[CH:51][CH:52]=1)=[C:5]2[OH:13].